Dataset: Ames mutagenicity test results for genotoxicity prediction. Task: Regression/Classification. Given a drug SMILES string, predict its toxicity properties. Task type varies by dataset: regression for continuous values (e.g., LD50, hERG inhibition percentage) or binary classification for toxic/non-toxic outcomes (e.g., AMES mutagenicity, cardiotoxicity, hepatotoxicity). Dataset: ames. (1) The drug is CCCC[C@@H](CC)CNC[C@H](CC)CCCC. The result is 0 (non-mutagenic). (2) The compound is O=[N+]([O-])c1ccccc1Nc1ccccc1. The result is 0 (non-mutagenic). (3) The compound is CN1CC[C@@H](CN2c3ccccc3Sc3ccccc32)C1. The result is 0 (non-mutagenic). (4) The drug is OCC(O)C(O)C(O)C(O)CO. The result is 0 (non-mutagenic). (5) The molecule is C=CC(=O)OCCCCCC. The result is 0 (non-mutagenic). (6) The compound is CC(=O)ON(OCc1ccc(Cl)cc1)C(=O)c1ccccc1. The result is 1 (mutagenic).